From a dataset of Forward reaction prediction with 1.9M reactions from USPTO patents (1976-2016). Predict the product of the given reaction. (1) Given the reactants [C:1]([C:3]1[CH:8]=[C:7]([C:9]([F:12])([F:11])[F:10])[CH:6]=[C:5]([CH3:13])[N:4]=1)#N.S(=O)(=O)(O)O.O.C(=O)([O-])[O-:21].[Na+].[Na+].[CH2:26]([OH:28])[CH3:27], predict the reaction product. The product is: [CH3:13][C:5]1[N:4]=[C:3]([C:1]([O:28][CH2:26][CH3:27])=[O:21])[CH:8]=[C:7]([C:9]([F:12])([F:11])[F:10])[CH:6]=1. (2) Given the reactants C([O:3][C:4](=[O:28])[CH2:5][NH:6][C:7]([C:9]1[CH:13]=[C:12]([C:14]2[CH:19]=[CH:18][CH:17]=[C:16]([O:20][CH2:21][C:22]3[CH:27]=[CH:26][CH:25]=[CH:24][CH:23]=3)[CH:15]=2)[NH:11][N:10]=1)=[O:8])C.CO.O.O[Li].O, predict the reaction product. The product is: [CH2:21]([O:20][C:16]1[CH:15]=[C:14]([C:12]2[NH:11][N:10]=[C:9]([C:7]([NH:6][CH2:5][C:4]([OH:28])=[O:3])=[O:8])[CH:13]=2)[CH:19]=[CH:18][CH:17]=1)[C:22]1[CH:23]=[CH:24][CH:25]=[CH:26][CH:27]=1. (3) Given the reactants [Cl:1][C:2]1[C:3]([O:12][CH3:13])=[CH:4][C:5]([OH:11])=[C:6]([C:8](=[O:10])[CH3:9])[CH:7]=1.C([O-])([O-])=O.[Cs+].[Cs+].Br[CH2:21][C:22]([O:24][CH2:25][CH3:26])=[O:23], predict the reaction product. The product is: [CH2:25]([O:24][C:22](=[O:23])[CH2:21][O:11][C:5]1[CH:4]=[C:3]([O:12][CH3:13])[C:2]([Cl:1])=[CH:7][C:6]=1[C:8](=[O:10])[CH3:9])[CH3:26]. (4) Given the reactants C(OC([NH:8][CH2:9][CH2:10][C:11]([NH:13][CH2:14][C:15]1[CH:20]=[CH:19][CH:18]=[CH:17][CH:16]=1)=[O:12])=O)(C)(C)C.[ClH:21].CO, predict the reaction product. The product is: [ClH:21].[NH2:8][CH2:9][CH2:10][C:11]([NH:13][CH2:14][C:15]1[CH:20]=[CH:19][CH:18]=[CH:17][CH:16]=1)=[O:12]. (5) Given the reactants [CH:1]1([N:6]2[C:11]3[N:12]=[C:13]([NH:17][C:18]4[CH:26]=[CH:25][C:21]([C:22](O)=[O:23])=[CH:20][CH:19]=4)[N:14]=[C:15]([CH3:16])[C:10]=3[CH:9]=[CH:8][C:7]2=[O:27])[CH2:5][CH2:4][CH2:3][CH2:2]1.[N:28]1([C:34]([O:36][C:37]([CH3:40])([CH3:39])[CH3:38])=[O:35])[CH2:33][CH2:32][NH:31][CH2:30][CH2:29]1, predict the reaction product. The product is: [CH:1]1([N:6]2[C:11]3[N:12]=[C:13]([NH:17][C:18]4[CH:26]=[CH:25][C:21]([C:22]([N:31]5[CH2:30][CH2:29][N:28]([C:34]([O:36][C:37]([CH3:40])([CH3:39])[CH3:38])=[O:35])[CH2:33][CH2:32]5)=[O:23])=[CH:20][CH:19]=4)[N:14]=[C:15]([CH3:16])[C:10]=3[CH:9]=[CH:8][C:7]2=[O:27])[CH2:2][CH2:3][CH2:4][CH2:5]1.